This data is from Forward reaction prediction with 1.9M reactions from USPTO patents (1976-2016). The task is: Predict the product of the given reaction. (1) Given the reactants CCOC(/N=N/C(OCC)=O)=O.[Cl:13][C:14]1[N:22]=[C:21]2[C:17]([NH:18][CH:19]=[N:20]2)=[C:16]([Cl:23])[N:15]=1.[C:24]1(P(C2C=CC=CC=2)C2C=CC=CC=2)[CH:29]=CC=C[CH:25]=1.C(O)(C)C, predict the reaction product. The product is: [Cl:13][C:14]1[N:22]=[C:21]2[C:17]([N:18]=[CH:19][N:20]2[CH:24]([CH3:29])[CH3:25])=[C:16]([Cl:23])[N:15]=1. (2) Given the reactants C[O:2][C:3](=[O:41])[C@H:4]1[O:10][C@@:8]([O:11][C:12]2[N:24]=[C:23]3[C:15]([O:16][C:17]4[C:22]3=[CH:21][CH:20]=[CH:19][CH:18]=4)=[C:14]3[CH:25]=[CH:26][CH:27]=[CH:28][C:13]=23)([OH:9])[C@H:7]([O:29]C(=O)C)[C@@H:6]([O:33]C(=O)C)[C@@H:5]1[O:37]C(=O)C.[OH-].[Na+].O.Cl, predict the reaction product. The product is: [CH:25]1[C:14]2=[C:15]3[C:23](=[N:24][C:12]([O:11][C@:8]4([O:10][C@H:4]([C:3]([OH:41])=[O:2])[C@@H:5]([OH:37])[C@H:6]([OH:33])[C@H:7]4[OH:29])[OH:9])=[C:13]2[CH:28]=[CH:27][CH:26]=1)[C:22]1[C:17](=[CH:18][CH:19]=[CH:20][CH:21]=1)[O:16]3. (3) Given the reactants [NH2:1][CH:2]([CH2:21][C:22]1[CH:27]=[CH:26][CH:25]=[C:24]([O:28][C:29]([F:34])([F:33])[CH:30]([F:32])[F:31])[CH:23]=1)[CH:3]([C:5]1[CH:10]=[CH:9][C:8]([O:11][C:12]2[CH:17]=[CH:16][C:15]([Cl:18])=[C:14]([CH2:19][CH3:20])[CH:13]=2)=[CH:7][CH:6]=1)[OH:4].[C:35]1([C:46](O)=[O:47])[CH:36]=[CH:37][CH:38]=[C:39]2[CH2:45][CH2:44][CH2:43][CH:42]=[CH:41][C:40]=12.Cl.C(N=C=NCCCN(C)C)C.ON1C2C=CC=CC=2N=N1, predict the reaction product. The product is: [Cl:18][C:15]1[CH:16]=[CH:17][C:12]([O:11][C:8]2[CH:9]=[CH:10][C:5]([CH:3]([OH:4])[CH:2]([NH:1][C:46]([C:35]3[CH:36]=[CH:37][CH:38]=[C:39]4[CH2:45][CH2:44][CH2:43][CH:42]=[CH:41][C:40]=34)=[O:47])[CH2:21][C:22]3[CH:27]=[CH:26][CH:25]=[C:24]([O:28][C:29]([F:34])([F:33])[CH:30]([F:32])[F:31])[CH:23]=3)=[CH:6][CH:7]=2)=[CH:13][C:14]=1[CH2:19][CH3:20]. (4) Given the reactants [Cl:1][C:2]1[C:7]([C:8]2[CH:13]=[CH:12][CH:11]=[CH:10][CH:9]=2)=[C:6]([N:14]2[CH2:19][CH2:18][CH:17]([CH3:20])[CH2:16][CH2:15]2)[N:5]=[C:4]([NH:21][C:22]#[N:23])[N:3]=1.O.[C:25](=O)([O-])[O-].[K+].[K+].CI, predict the reaction product. The product is: [Cl:1][C:2]1[C:7]([C:8]2[CH:9]=[CH:10][CH:11]=[CH:12][CH:13]=2)=[C:6]([N:14]2[CH2:19][CH2:18][CH:17]([CH3:20])[CH2:16][CH2:15]2)[N:5]=[C:4]([N:21]([C:22]#[N:23])[CH3:25])[N:3]=1.